This data is from Forward reaction prediction with 1.9M reactions from USPTO patents (1976-2016). The task is: Predict the product of the given reaction. (1) Given the reactants [CH2:1]([CH:6]1[C:10](=[O:11])[CH2:9][CH2:8][CH:7]1[CH:12](C(OC)=O)[C:13]([O:15][CH3:16])=[O:14])[CH2:2][CH2:3][CH2:4][CH3:5].C(C1C(=O)CCC1CC(O)=O)CCCC, predict the reaction product. The product is: [CH2:1]([CH:6]1[C:10](=[O:11])[CH2:9][CH2:8][CH:7]1[CH2:12][C:13]([O:15][CH3:16])=[O:14])[CH2:2][CH2:3][CH2:4][CH3:5]. (2) Given the reactants C[O:2][C:3](=[O:43])[CH2:4][O:5][C:6]1[CH:11]=[CH:10][C:9]([NH:12][C:13]([C@@H:15]2[NH:19][C@@H:18]([CH2:20][C:21]([CH3:24])([CH3:23])[CH3:22])[C@:17]3([C:32]4[C:27](=[CH:28][C:29]([Cl:33])=[CH:30][CH:31]=4)[NH:26][C:25]3=[O:34])[C@H:16]2[C:35]2[CH:40]=[CH:39][CH:38]=[C:37]([Cl:41])[C:36]=2[F:42])=[O:14])=[CH:8][CH:7]=1.Cl, predict the reaction product. The product is: [Cl:33][C:29]1[CH:28]=[C:27]2[NH:26][C:25](=[O:34])[C@:17]3([C@@H:16]([C:35]4[CH:40]=[CH:39][CH:38]=[C:37]([Cl:41])[C:36]=4[F:42])[C@H:15]([C:13]([NH:12][C:9]4[CH:10]=[CH:11][C:6]([O:5][CH2:4][C:3]([OH:43])=[O:2])=[CH:7][CH:8]=4)=[O:14])[NH:19][C@H:18]3[CH2:20][C:21]([CH3:23])([CH3:22])[CH3:24])[C:32]2=[CH:31][CH:30]=1. (3) Given the reactants [F:1][C:2]1[N:7]=[CH:6][C:5]([C:8]2[C:17]3[CH2:16][CH2:15][N:14]4[C:18](=[O:24])[CH2:19][NH:20][C:21](=[O:23])[CH2:22][CH:13]4[C:12]=3[N:11]=[CH:10][CH:9]=2)=[CH:4][CH:3]=1.C([O-])(O)=O.[Na+], predict the reaction product. The product is: [F:1][C:2]1[N:7]=[CH:6][C:5]([C:8]2[C:17]3[CH2:16][CH2:15][N:14]4[C:18](=[O:24])[CH2:19][NH:20][C:21](=[O:23])[CH:22]=[C:13]4[C:12]=3[N:11]=[CH:10][CH:9]=2)=[CH:4][CH:3]=1.